From a dataset of Catalyst prediction with 721,799 reactions and 888 catalyst types from USPTO. Predict which catalyst facilitates the given reaction. Reactant: [OH:1][C:2]1[CH:3]=[C:4]2[C:8](=[CH:9][CH:10]=1)[N:7]([CH2:11][C:12]([O:14][CH3:15])=[O:13])[CH:6]=[CH:5]2.[Br:16][CH2:17][CH2:18][CH2:19]Br.C([O-])([O-])=O.[Cs+].[Cs+]. Product: [Br:16][CH2:17][CH2:18][CH2:19][O:1][C:2]1[CH:3]=[C:4]2[C:8](=[CH:9][CH:10]=1)[N:7]([CH2:11][C:12]([O:14][CH3:15])=[O:13])[CH:6]=[CH:5]2. The catalyst class is: 3.